From a dataset of Full USPTO retrosynthesis dataset with 1.9M reactions from patents (1976-2016). Predict the reactants needed to synthesize the given product. Given the product [NH2:1][C:2]1[CH:3]=[C:4]([CH:8]=[C:9]([CH2:11][CH3:12])[CH:10]=1)[C:5]([OH:7])=[O:6], predict the reactants needed to synthesize it. The reactants are: [NH2:1][C:2]1[CH:3]=[C:4]([CH:8]=[C:9]([CH:11]=[CH2:12])[CH:10]=1)[C:5]([OH:7])=[O:6].